Dataset: Full USPTO retrosynthesis dataset with 1.9M reactions from patents (1976-2016). Task: Predict the reactants needed to synthesize the given product. (1) The reactants are: CCN(C(C)C)C(C)C.[N:10]1([N:16]2[CH:20]=[C:19]([C:21]([OH:23])=O)[N:18]=[N:17]2)[CH2:15][CH2:14][O:13][CH2:12][CH2:11]1.NN1CCOCC1.C1C=CC2N(O)N=NC=2C=1.CCN=C=NCCCN(C)C.Cl.[NH2:53][CH2:54][C:55]([N:57]1[CH2:62][CH2:61][CH:60]([O:63][C:64]2[CH:69]=[CH:68][CH:67]=[C:66]([C:70]([F:73])([F:72])[F:71])[CH:65]=2)[CH2:59][CH2:58]1)=[O:56]. Given the product [O:56]=[C:55]([N:57]1[CH2:58][CH2:59][CH:60]([O:63][C:64]2[CH:69]=[CH:68][CH:67]=[C:66]([C:70]([F:73])([F:71])[F:72])[CH:65]=2)[CH2:61][CH2:62]1)[CH2:54][NH:53][C:21]([C:19]1[N:18]=[N:17][N:16]([N:10]2[CH2:11][CH2:12][O:13][CH2:14][CH2:15]2)[CH:20]=1)=[O:23], predict the reactants needed to synthesize it. (2) Given the product [CH3:34][C:32]1[N:33]=[C:29]([S:28][CH2:2][CH2:3][CH:4]([C:8]2[S:9][C:10]3[CH:17]=[C:16]([C:18]([F:21])([F:20])[F:19])[CH:15]=[CH:14][C:11]=3[C:12]=2[CH3:13])[CH2:5][CH2:6][CH3:7])[S:30][C:31]=1[CH2:35][C:36]([O:38][CH2:39][CH3:40])=[O:37], predict the reactants needed to synthesize it. The reactants are: Br[CH2:2][CH2:3][CH:4]([C:8]1[S:9][C:10]2[CH:17]=[C:16]([C:18]([F:21])([F:20])[F:19])[CH:15]=[CH:14][C:11]=2[C:12]=1[CH3:13])[CH2:5][CH2:6][CH3:7].C(=O)([O-])[O-].[Cs+].[Cs+].[SH:28][C:29]1[S:30][C:31]([CH2:35][C:36]([O:38][CH2:39][CH3:40])=[O:37])=[C:32]([CH3:34])[N:33]=1.